This data is from Reaction yield outcomes from USPTO patents with 853,638 reactions. The task is: Predict the reaction yield, written as a fraction of the theoretical maximum amount of product (1.0 means a 100% yield; for example, 0.34 means a 34% yield). (1) The reactants are [CH3:1][O:2][C:3]([C:5]1([C:8]2[CH:13]=[CH:12][C:11]([OH:14])=[C:10]([OH:15])[CH:9]=2)[CH2:7][CH2:6]1)=[O:4].CC1C=[CH:19][C:20](S(O)(=O)=O)=[CH:21][CH:22]=1.C1(=O)CCC1. The catalyst is C1(C)C=CC=CC=1. The product is [C:19]12([O:14][C:11]3[CH:12]=[CH:13][C:8]([C:5]4([C:3]([O:2][CH3:1])=[O:4])[CH2:7][CH2:6]4)=[CH:9][C:10]=3[O:15]1)[CH2:20][CH2:21][CH2:22]2. The yield is 0.500. (2) The yield is 0.810. The catalyst is C1COCC1. The reactants are I[C:2]1[CH:7]=[CH:6][C:5]([I:8])=[CH:4][C:3]=1[N+:9]([O-:11])=[O:10].C1([Mg]Cl)C=CC=CC=1.[CH3:20][C:21]([CH3:25])([CH3:24])[CH:22]=[O:23]. The product is [I:8][C:5]1[CH:6]=[CH:7][C:2]([CH:22]([OH:23])[C:21]([CH3:25])([CH3:24])[CH3:20])=[C:3]([N+:9]([O-:11])=[O:10])[CH:4]=1. (3) The reactants are [Br:1][C:2]1[CH:3]=[C:4]([S:9](Cl)(=[O:11])=[O:10])[CH:5]=[CH:6][C:7]=1[F:8].[NH:13]1[CH2:17][CH2:16][CH2:15][CH2:14]1. The catalyst is ClCCl. The product is [Br:1][C:2]1[CH:3]=[C:4]([S:9]([N:13]2[CH2:17][CH2:16][CH2:15][CH2:14]2)(=[O:11])=[O:10])[CH:5]=[CH:6][C:7]=1[F:8]. The yield is 0.760. (4) The reactants are [Br:1][C:2]1[CH:18]=[CH:17][C:5]([C:6]([NH:8][CH2:9][C:10]2[CH:15]=[CH:14][CH:13]=[CH:12][C:11]=2[Cl:16])=[NH:7])=[CH:4][CH:3]=1.C(=O)(O)[O-].[Na+].Br[CH2:25][C:26](=O)[C:27]([O:29][CH2:30][CH3:31])=[O:28]. The catalyst is CCO. The product is [CH2:30]([O:29][C:27]([C:26]1[N:7]=[C:6]([C:5]2[CH:17]=[CH:18][C:2]([Br:1])=[CH:3][CH:4]=2)[N:8]([CH2:9][C:10]2[CH:15]=[CH:14][CH:13]=[CH:12][C:11]=2[Cl:16])[CH:25]=1)=[O:28])[CH3:31]. The yield is 0.130. (5) The reactants are N[CH2:2][O:3][C:4]1[CH:9]=[CH:8][N:7]=[C:6]([NH:10][C:11]2[CH:12]=[CH:13][C:14]([CH3:18])=[C:15]([OH:17])[CH:16]=2)[N:5]=1.C([O-])([O-])=O.[Cs+].[Cs+].Br[CH2:26][CH:27]=[C:28]([CH3:30])[CH3:29]. The catalyst is CC(C)=O. The product is [CH3:2][O:3][C:4]1[CH:9]=[CH:8][N:7]=[C:6]([NH:10][C:11]2[CH:12]=[CH:13][C:14]([CH3:18])=[C:15]([O:17][CH2:26][CH:27]=[C:28]([CH3:30])[CH3:29])[CH:16]=2)[N:5]=1. The yield is 0.620. (6) The reactants are C(OC[N:9]1[C:13]2[N:14]=[N:15][CH:16]=[C:17]([C:18]3[CH:19]=[N:20][N:21]([C@@H:23]([CH:27]4[CH2:31][CH2:30][CH2:29][CH2:28]4)[CH2:24][CH2:25][OH:26])[CH:22]=3)[C:12]=2[CH:11]=[CH:10]1)(=O)C(C)(C)C.[OH-].[Na+]. The catalyst is CO. The product is [N:14]1[C:13]2[NH:9][CH:10]=[CH:11][C:12]=2[C:17]([C:18]2[CH:19]=[N:20][N:21]([C@@H:23]([CH:27]3[CH2:31][CH2:30][CH2:29][CH2:28]3)[CH2:24][CH2:25][OH:26])[CH:22]=2)=[CH:16][N:15]=1. The yield is 0.670. (7) The reactants are [H-].[Na+].C([O:7][C:8](=[O:18])[CH2:9]P(OCC)(OCC)=O)(C)(C)C.[C:19]([C:24]1[CH:29]=[CH:28][CH:27]=[CH:26][CH:25]=1)(=O)[CH:20]([CH3:22])[CH3:21]. The catalyst is O1CCCC1. The product is [CH3:21][CH:20]([CH3:22])[CH:19]([C:24]1[CH:29]=[CH:28][CH:27]=[CH:26][CH:25]=1)[CH2:9][C:8]([OH:7])=[O:18]. The yield is 0.580. (8) The reactants are [F:1][C:2]1[CH:7]=[C:6](I)[CH:5]=[CH:4][C:3]=1[N:9]1[CH:14]=[C:13]([O:15][CH3:16])[C:12](=[O:17])[C:11]([C:18]2[N:22]([C:23]3[CH:28]=[CH:27][CH:26]=[CH:25][CH:24]=3)[N:21]=[CH:20][CH:19]=2)=[N:10]1.C([Sn](CCCC)(CCCC)[C:34]1[O:35][CH:36]=[CH:37][N:38]=1)CCC. The catalyst is O1CCOCC1.C([O-])(O)=O.[Na+].C1C=CC([P]([Pd]([P](C2C=CC=CC=2)(C2C=CC=CC=2)C2C=CC=CC=2)([P](C2C=CC=CC=2)(C2C=CC=CC=2)C2C=CC=CC=2)[P](C2C=CC=CC=2)(C2C=CC=CC=2)C2C=CC=CC=2)(C2C=CC=CC=2)C2C=CC=CC=2)=CC=1. The product is [F:1][C:2]1[CH:7]=[C:6]([C:34]2[O:35][CH:36]=[CH:37][N:38]=2)[CH:5]=[CH:4][C:3]=1[N:9]1[CH:14]=[C:13]([O:15][CH3:16])[C:12](=[O:17])[C:11]([C:18]2[N:22]([C:23]3[CH:28]=[CH:27][CH:26]=[CH:25][CH:24]=3)[N:21]=[CH:20][CH:19]=2)=[N:10]1. The yield is 0.530.